This data is from Catalyst prediction with 721,799 reactions and 888 catalyst types from USPTO. The task is: Predict which catalyst facilitates the given reaction. Reactant: Br[C:2]1[CH:8]=[CH:7][CH:6]=[C:5]([Br:9])[C:3]=1[NH2:4].CC1(C)C(C)(C)OB([C:18]2[CH:25]=[CH:24][CH:23]=[CH:22][C:19]=2[C:20]#[N:21])O1.O.P([O-])([O-])([O-])=O.[K+].[K+].[K+].C(Cl)Cl. Product: [Br:9][C:5]1[C:3]2[C:2](=[C:18]3[C:19](=[C:20]([NH2:21])[N:4]=2)[CH:22]=[CH:23][CH:24]=[CH:25]3)[CH:8]=[CH:7][CH:6]=1. The catalyst class is: 38.